From a dataset of Forward reaction prediction with 1.9M reactions from USPTO patents (1976-2016). Predict the product of the given reaction. Given the reactants [F:1][C:2]1[C:7]([I:8])=[C:6]([O:9][CH3:10])[CH:5]=[CH:4][C:3]=1[CH:11]1OCC[O:12]1.Cl, predict the reaction product. The product is: [F:1][C:2]1[C:7]([I:8])=[C:6]([O:9][CH3:10])[CH:5]=[CH:4][C:3]=1[CH:11]=[O:12].